This data is from NCI-60 drug combinations with 297,098 pairs across 59 cell lines. The task is: Regression. Given two drug SMILES strings and cell line genomic features, predict the synergy score measuring deviation from expected non-interaction effect. (1) Drug 1: CCC1=C2CN3C(=CC4=C(C3=O)COC(=O)C4(CC)O)C2=NC5=C1C=C(C=C5)O. Drug 2: CN(CCCl)CCCl.Cl. Cell line: SW-620. Synergy scores: CSS=50.3, Synergy_ZIP=-7.38, Synergy_Bliss=-3.33, Synergy_Loewe=-16.9, Synergy_HSA=1.56. (2) Drug 1: C1CCC(C1)C(CC#N)N2C=C(C=N2)C3=C4C=CNC4=NC=N3. Drug 2: C1C(C(OC1N2C=NC3=C2NC=NCC3O)CO)O. Cell line: SF-295. Synergy scores: CSS=3.61, Synergy_ZIP=-1.91, Synergy_Bliss=-2.40, Synergy_Loewe=-1.52, Synergy_HSA=-1.29. (3) Drug 1: CC12CCC3C(C1CCC2=O)CC(=C)C4=CC(=O)C=CC34C. Drug 2: CC1CCC2CC(C(=CC=CC=CC(CC(C(=O)C(C(C(=CC(C(=O)CC(OC(=O)C3CCCCN3C(=O)C(=O)C1(O2)O)C(C)CC4CCC(C(C4)OC)OCCO)C)C)O)OC)C)C)C)OC. Cell line: UACC-257. Synergy scores: CSS=32.9, Synergy_ZIP=3.15, Synergy_Bliss=3.08, Synergy_Loewe=-0.244, Synergy_HSA=-0.675. (4) Drug 1: C1CN(P(=O)(OC1)NCCCl)CCCl. Drug 2: COCCOC1=C(C=C2C(=C1)C(=NC=N2)NC3=CC=CC(=C3)C#C)OCCOC.Cl. Cell line: SF-268. Synergy scores: CSS=-2.37, Synergy_ZIP=0.706, Synergy_Bliss=-1.68, Synergy_Loewe=-1.80, Synergy_HSA=-3.16. (5) Drug 1: C1=NC2=C(N1)C(=S)N=C(N2)N. Drug 2: C1C(C(OC1N2C=NC(=NC2=O)N)CO)O. Cell line: SNB-75. Synergy scores: CSS=-0.122, Synergy_ZIP=-2.31, Synergy_Bliss=-0.372, Synergy_Loewe=-6.79, Synergy_HSA=-4.43. (6) Cell line: NCIH23. Synergy scores: CSS=6.35, Synergy_ZIP=5.32, Synergy_Bliss=15.4, Synergy_Loewe=8.26, Synergy_HSA=8.71. Drug 1: COC1=NC(=NC2=C1N=CN2C3C(C(C(O3)CO)O)O)N. Drug 2: C1CNP(=O)(OC1)N(CCCl)CCCl. (7) Synergy scores: CSS=1.98, Synergy_ZIP=-1.09, Synergy_Bliss=0.272, Synergy_Loewe=0.565, Synergy_HSA=0.241. Drug 2: CC(C)CN1C=NC2=C1C3=CC=CC=C3N=C2N. Cell line: IGROV1. Drug 1: CN1C2=C(C=C(C=C2)N(CCCl)CCCl)N=C1CCCC(=O)O.Cl. (8) Synergy scores: CSS=23.0, Synergy_ZIP=2.56, Synergy_Bliss=1.63, Synergy_Loewe=0.938, Synergy_HSA=2.97. Cell line: KM12. Drug 2: CC1=C2C(C(=O)C3(C(CC4C(C3C(C(C2(C)C)(CC1OC(=O)C(C(C5=CC=CC=C5)NC(=O)OC(C)(C)C)O)O)OC(=O)C6=CC=CC=C6)(CO4)OC(=O)C)O)C)O. Drug 1: CC1CCC2CC(C(=CC=CC=CC(CC(C(=O)C(C(C(=CC(C(=O)CC(OC(=O)C3CCCCN3C(=O)C(=O)C1(O2)O)C(C)CC4CCC(C(C4)OC)O)C)C)O)OC)C)C)C)OC. (9) Drug 1: C1=CN(C(=O)N=C1N)C2C(C(C(O2)CO)O)O.Cl. Drug 2: CC1CCC2CC(C(=CC=CC=CC(CC(C(=O)C(C(C(=CC(C(=O)CC(OC(=O)C3CCCCN3C(=O)C(=O)C1(O2)O)C(C)CC4CCC(C(C4)OC)OCCO)C)C)O)OC)C)C)C)OC. Cell line: NCI-H460. Synergy scores: CSS=33.1, Synergy_ZIP=-2.85, Synergy_Bliss=-2.64, Synergy_Loewe=-2.93, Synergy_HSA=-2.21.